This data is from TCR-epitope binding with 47,182 pairs between 192 epitopes and 23,139 TCRs. The task is: Binary Classification. Given a T-cell receptor sequence (or CDR3 region) and an epitope sequence, predict whether binding occurs between them. (1) The epitope is NLVPMVATV. The TCR CDR3 sequence is CAWRDRVYDEKLFF. Result: 0 (the TCR does not bind to the epitope). (2) The epitope is YLDAYNMMI. The TCR CDR3 sequence is CASSLWGDFGNTIYF. Result: 1 (the TCR binds to the epitope). (3) The epitope is GLNKIVRMY. The TCR CDR3 sequence is CASSLADPGQGYTF. Result: 0 (the TCR does not bind to the epitope). (4) The epitope is SEVGPEHSLAEY. The TCR CDR3 sequence is CASSQDPPTGYNSPLHF. Result: 0 (the TCR does not bind to the epitope).